This data is from Reaction yield outcomes from USPTO patents with 853,638 reactions. The task is: Predict the reaction yield, written as a fraction of the theoretical maximum amount of product (1.0 means a 100% yield; for example, 0.34 means a 34% yield). (1) The reactants are [F:1][C:2]([F:25])([F:24])[C@H:3]1[CH2:8][CH2:7][C@H:6]([NH:9][C:10](=[O:23])[C:11]2[CH:16]=[C:15]([N+:17]([O-])=O)[C:14]([NH2:20])=[CH:13][C:12]=2[O:21][CH3:22])[CH2:5][CH2:4]1. The catalyst is [Ni]. The product is [F:1][C:2]([F:24])([F:25])[C@H:3]1[CH2:8][CH2:7][C@H:6]([NH:9][C:10](=[O:23])[C:11]2[CH:16]=[C:15]([NH2:17])[C:14]([NH2:20])=[CH:13][C:12]=2[O:21][CH3:22])[CH2:5][CH2:4]1. The yield is 0.990. (2) The reactants are [CH2:1]([O:8][CH2:9][C@H:10]1[CH2:15][N:14]([C:16]2[C:25]3[C:20](=[CH:21][C:22]([CH3:26])=[CH:23][CH:24]=3)[N:19]=[C:18]([C:27]3[CH:32]=[CH:31][CH:30]=[CH:29][C:28]=3[OH:33])[N:17]=2)[CH2:13][CH2:12][N:11]1C(OC(C)(C)C)=O)[C:2]1[CH:7]=[CH:6][CH:5]=[CH:4][CH:3]=1.C(O)(C(F)(F)F)=O. The catalyst is C(Cl)Cl. The product is [CH2:1]([O:8][CH2:9][C@@H:10]1[NH:11][CH2:12][CH2:13][N:14]([C:16]2[C:25]3[C:20](=[CH:21][C:22]([CH3:26])=[CH:23][CH:24]=3)[N:19]=[C:18]([C:27]3[CH:32]=[CH:31][CH:30]=[CH:29][C:28]=3[OH:33])[N:17]=2)[CH2:15]1)[C:2]1[CH:7]=[CH:6][CH:5]=[CH:4][CH:3]=1. The yield is 0.920. (3) The reactants are [Cl:1][C:2]1[CH:3]=[C:4]([N:20]2[C:28](=[O:29])[C:27]3[C:22](=[CH:23][CH:24]=[CH:25][CH:26]=3)[C:21]2=[O:30])[CH:5]=[C:6]([Cl:19])[C:7]=1[CH2:8][C:9]1[CH:14]=[C:13]([CH:15]([CH3:17])[CH3:16])[C:12](=[O:18])[NH:11][N:10]=1.[CH3:31]OC(OC)N(C)C. The catalyst is C(Cl)Cl. The product is [Cl:1][C:2]1[CH:3]=[C:4]([N:20]2[C:28](=[O:29])[C:27]3[C:22](=[CH:23][CH:24]=[CH:25][CH:26]=3)[C:21]2=[O:30])[CH:5]=[C:6]([Cl:19])[C:7]=1[CH2:8][C:9]1[CH:14]=[C:13]([CH:15]([CH3:17])[CH3:16])[C:12](=[O:18])[N:11]([CH3:31])[N:10]=1. The yield is 0.520.